Task: Predict the reaction yield, written as a fraction of the theoretical maximum amount of product (1.0 means a 100% yield; for example, 0.34 means a 34% yield).. Dataset: Reaction yield outcomes from USPTO patents with 853,638 reactions (1) The reactants are C1(P(N=[N+]=[N-])(C2C=CC=CC=2)=[O:8])C=CC=CC=1.C([N:20]([CH2:23]C)CC)C.[CH3:25][O:26][C:27]([CH2:29][C@:30]1([CH2:36]C(O)=O)[CH2:34][CH2:33][C@@H:32]([CH3:35])[CH2:31]1)=[O:28]. The catalyst is C1(C)C=CC=CC=1.C(OCC)(=O)C. The product is [CH3:25][O:26][C:27](=[O:28])[CH2:29][C@:30]1([CH2:36][N:20]=[C:23]=[O:8])[CH2:34][CH2:33][C@@H:32]([CH3:35])[CH2:31]1. The yield is 1.00. (2) The reactants are [F:1][C:2]([C:5]1[CH:6]=[C:7]2[C:12](=[CH:13][CH:14]=1)[O:11][CH:10]([C:15]([F:18])([F:17])[F:16])[C:9]([C:19]([O:21]CC)=[O:20])=[CH:8]2)([F:4])[CH3:3].C1COCC1.CCO.O.[OH-].[Na+]. The catalyst is O. The product is [F:1][C:2]([C:5]1[CH:6]=[C:7]2[C:12](=[CH:13][CH:14]=1)[O:11][CH:10]([C:15]([F:16])([F:17])[F:18])[C:9]([C:19]([OH:21])=[O:20])=[CH:8]2)([F:4])[CH3:3]. The yield is 0.450.